This data is from Catalyst prediction with 721,799 reactions and 888 catalyst types from USPTO. The task is: Predict which catalyst facilitates the given reaction. (1) Reactant: Br[C:2]1[N:7]=[C:6]2[CH:8]=[C:9]([C:11]3[C:16]([F:17])=[CH:15][CH:14]=[CH:13][C:12]=3[Cl:18])[NH:10][C:5]2=[CH:4][CH:3]=1.[CH3:19][C:20]1[CH:25]=[C:24]([C:26]([F:29])([F:28])[F:27])[CH:23]=[CH:22][C:21]=1B(O)O.C(=O)([O-])[O-].[K+].[K+].O1CCOCC1. Product: [Cl:18][C:12]1[CH:13]=[CH:14][CH:15]=[C:16]([F:17])[C:11]=1[C:9]1[NH:10][C:5]2[C:6](=[N:7][C:2]([C:21]3[CH:22]=[CH:23][C:24]([C:26]([F:27])([F:29])[F:28])=[CH:25][C:20]=3[CH3:19])=[CH:3][CH:4]=2)[CH:8]=1. The catalyst class is: 263. (2) Reactant: [ClH:1].[F:2][C:3]1[CH:31]=[CH:30][CH:29]=[C:28]([F:32])[C:4]=1[CH2:5][O:6][C:7]1[C:8]2[N:9]([C:14]([C:18]3[CH:19]=[N:20][N:21]([CH2:23][C:24]([CH3:27])([NH2:26])[CH3:25])[CH:22]=3)=[C:15]([CH3:17])[N:16]=2)[CH:10]=[C:11]([CH3:13])[CH:12]=1. Product: [ClH:1].[F:32][C:28]1[CH:29]=[CH:30][CH:31]=[C:3]([F:2])[C:4]=1[CH2:5][O:6][C:7]1[C:8]2[N:9]([C:14]([C:18]3[CH:19]=[N:20][N:21]([CH2:23][C:24]([CH3:27])([NH2:26])[CH3:25])[CH:22]=3)=[C:15]([CH3:17])[N:16]=2)[CH:10]=[C:11]([CH3:13])[CH:12]=1. The catalyst class is: 27. (3) Reactant: [Br:1][C:2]1[CH:6]=[CH:5][S:4][C:3]=1[CH:7]=O.[C:9]1([C:15](=[N:22][NH2:23])[C:16]2[CH:21]=[CH:20][CH:19]=[CH:18][CH:17]=2)[CH:14]=[CH:13][CH:12]=[CH:11][CH:10]=1. Product: [Br:1][C:2]1[CH:6]=[CH:5][S:4][C:3]=1/[CH:7]=[N:23]/[N:22]=[C:15]([C:9]1[CH:14]=[CH:13][CH:12]=[CH:11][CH:10]=1)[C:16]1[CH:21]=[CH:20][CH:19]=[CH:18][CH:17]=1. The catalyst class is: 8. (4) Reactant: [C:1]([O:5][C:6]([N:8]1[CH2:13][CH2:12][O:11][C@@H:10]([C:14]2[CH:22]=[CH:21][C:17]([C:18](O)=[O:19])=[CH:16][CH:15]=2)[CH2:9]1)=[O:7])([CH3:4])([CH3:3])[CH3:2].Cl.C([N:26]=C=NCCCN(C)C)C.O.ON1C2C=CC=CC=2N=N1.C(N(CC)C(C)C)(C)C.[Cl-].[NH4+]. Product: [C:18]([C:17]1[CH:21]=[CH:22][C:14]([C@@H:10]2[O:11][CH2:12][CH2:13][N:8]([C:6]([O:5][C:1]([CH3:4])([CH3:3])[CH3:2])=[O:7])[CH2:9]2)=[CH:15][CH:16]=1)(=[O:19])[NH2:26]. The catalyst class is: 9. (5) Reactant: CS(C)=[O:3].[OH-].[Na+].OO.[NH2:9][C:10]1([C:31]#[N:32])[CH2:15][CH2:14][N:13]([S:16](/[CH:19]=[CH:20]/[C:21]2[C:26]([CH3:27])=[CH:25][C:24]([NH:28][CH3:29])=[CH:23][C:22]=2[CH3:30])(=[O:18])=[O:17])[CH2:12][CH2:11]1.[O-]S([O-])(=S)=O.[Na+].[Na+]. Product: [NH2:9][C:10]1([C:31]([NH2:32])=[O:3])[CH2:15][CH2:14][N:13]([S:16](/[CH:19]=[CH:20]/[C:21]2[C:22]([CH3:30])=[CH:23][C:24]([NH:28][CH3:29])=[CH:25][C:26]=2[CH3:27])(=[O:17])=[O:18])[CH2:12][CH2:11]1. The catalyst class is: 5. (6) Reactant: [CH2:1]([O:3][CH:4]([O:25][CH2:26][CH3:27])[C:5]1[CH:24]=[CH:23][C:8]([CH2:9][NH:10][CH2:11][CH2:12][CH2:13][CH2:14][NH:15][C:16](=[O:22])[O:17][C:18]([CH3:21])([CH3:20])[CH3:19])=[CH:7][CH:6]=1)[CH3:2].C(N(CC)CC)C.[C:35]1([C@@H:45]([N:47]=[C:48]=[O:49])[CH3:46])[C:44]2[C:39](=[CH:40][CH:41]=[CH:42][CH:43]=2)[CH:38]=[CH:37][CH:36]=1. Product: [CH2:1]([O:3][CH:4]([O:25][CH2:26][CH3:27])[C:5]1[CH:24]=[CH:23][C:8]([CH2:9][N:10]([CH2:11][CH2:12][CH2:13][CH2:14][NH:15][C:16](=[O:22])[O:17][C:18]([CH3:20])([CH3:19])[CH3:21])[C:48]([NH:47][C@H:45]([C:35]2[C:44]3[C:39](=[CH:40][CH:41]=[CH:42][CH:43]=3)[CH:38]=[CH:37][CH:36]=2)[CH3:46])=[O:49])=[CH:7][CH:6]=1)[CH3:2]. The catalyst class is: 13. (7) Reactant: [C:1]([O:5][C:6]([NH:8][C@H:9]([C:19]([O:21][C:22]([CH3:25])([CH3:24])[CH3:23])=[O:20])[CH2:10][CH2:11][C:12](OC(OC)=O)=[O:13])=[O:7])([CH3:4])([CH3:3])[CH3:2].[BH4-].[Na+]. Product: [C:1]([O:5][C:6]([NH:8][C@H:9]([C:19]([O:21][C:22]([CH3:25])([CH3:24])[CH3:23])=[O:20])[CH2:10][CH2:11][CH2:12][OH:13])=[O:7])([CH3:4])([CH3:3])[CH3:2]. The catalyst class is: 6. (8) Reactant: [Cl:1][C:2]1[CH:11]=[CH:10][C:9]2[CH2:8][CH2:7]/[C:6](=[CH:12]\[N:13]([CH3:15])C)/[C:5](=O)[C:4]=2[N:3]=1.Cl.C(N)=[NH:19].CC[O-].[Na+]. Product: [Cl:1][C:2]1[CH:11]=[CH:10][C:9]2[CH2:8][CH2:7][C:6]3[CH:12]=[N:13][CH:15]=[N:19][C:5]=3[C:4]=2[N:3]=1. The catalyst class is: 8. (9) Product: [C:3]([O:7][CH:8]([C:14]1[C:18]([C:19]2[C:28]3[C:23]4=[C:24]([CH2:29][CH2:30][O:31][C:22]4=[CH:21][CH:20]=2)[CH:25]=[CH:26][N:27]=3)=[C:17]([C:19]2[CH:28]=[CH:23][CH:22]=[CH:21][CH:20]=2)[S:16][C:15]=1[CH3:33])[C:9]([OH:11])=[O:10])([CH3:6])([CH3:5])[CH3:4]. Reactant: [OH-].[K+].[C:3]([O:7][CH:8]([C:14]1[C:18]([C:19]2[C:28]3[C:23]4=[C:24]([CH2:29][CH2:30][O:31][C:22]4=[CH:21][CH:20]=2)[CH:25]=[CH:26][N:27]=3)=[C:17](Cl)[S:16][C:15]=1[CH3:33])[C:9]([O:11]CC)=[O:10])([CH3:6])([CH3:5])[CH3:4]. The catalyst class is: 24.